Task: Predict the product of the given reaction.. Dataset: Forward reaction prediction with 1.9M reactions from USPTO patents (1976-2016) Given the reactants [Si:1]([O:8][CH2:9][C@:10]1([CH3:39])[S:16][CH2:15][CH2:14][N:13]2[C:17]([C:20]3([C:23]4[CH:28]=[CH:27][C:26](B5OC(C)(C)C(C)(C)O5)=[CH:25][C:24]=4[F:38])[CH2:22][CH2:21]3)=[N:18][N:19]=[C:12]2[CH2:11]1)([C:4]([CH3:7])([CH3:6])[CH3:5])([CH3:3])[CH3:2].Cl[C:41]1[N:42]=[N:43][C:44]([CH3:47])=[CH:45][CH:46]=1.C1(P(C2CCCCC2)C2CCCCC2)CCCCC1.P([O-])([O-])([O-])=O.[K+].[K+].[K+], predict the reaction product. The product is: [Si:1]([O:8][CH2:9][C@:10]1([CH3:39])[S:16][CH2:15][CH2:14][N:13]2[C:17]([C:20]3([C:23]4[CH:28]=[CH:27][C:26]([C:41]5[N:42]=[N:43][C:44]([CH3:47])=[CH:45][CH:46]=5)=[CH:25][C:24]=4[F:38])[CH2:22][CH2:21]3)=[N:18][N:19]=[C:12]2[CH2:11]1)([C:4]([CH3:5])([CH3:7])[CH3:6])([CH3:2])[CH3:3].